The task is: Regression. Given two drug SMILES strings and cell line genomic features, predict the synergy score measuring deviation from expected non-interaction effect.. This data is from NCI-60 drug combinations with 297,098 pairs across 59 cell lines. (1) Drug 1: C1=CC(=CC=C1C#N)C(C2=CC=C(C=C2)C#N)N3C=NC=N3. Drug 2: CCCCCOC(=O)NC1=NC(=O)N(C=C1F)C2C(C(C(O2)C)O)O. Cell line: OVCAR-5. Synergy scores: CSS=0.0690, Synergy_ZIP=5.55, Synergy_Bliss=0.0725, Synergy_Loewe=-14.5, Synergy_HSA=-0.929. (2) Drug 1: CN1C(=O)N2C=NC(=C2N=N1)C(=O)N. Drug 2: CC1C(C(CC(O1)OC2CC(OC(C2O)C)OC3=CC4=CC5=C(C(=O)C(C(C5)C(C(=O)C(C(C)O)O)OC)OC6CC(C(C(O6)C)O)OC7CC(C(C(O7)C)O)OC8CC(C(C(O8)C)O)(C)O)C(=C4C(=C3C)O)O)O)O. Cell line: COLO 205. Synergy scores: CSS=50.9, Synergy_ZIP=2.67, Synergy_Bliss=1.76, Synergy_Loewe=-37.7, Synergy_HSA=-2.16.